Dataset: Full USPTO retrosynthesis dataset with 1.9M reactions from patents (1976-2016). Task: Predict the reactants needed to synthesize the given product. (1) Given the product [F:1][C:2]1[CH:3]=[C:4]([C:10]2[CH:16]=[CH:15][CH:14]=[CH:13][C:11]=2[NH:12][C:24]([C:31]2[C:32]([CH:37]([F:39])[F:38])=[N:33][N:34]([CH3:36])[CH:35]=2)=[O:27])[CH:5]=[C:6]([F:9])[C:7]=1[F:8], predict the reactants needed to synthesize it. The reactants are: [F:1][C:2]1[CH:3]=[C:4]([C:10]2[CH:16]=[CH:15][CH:14]=[CH:13][C:11]=2[NH2:12])[CH:5]=[C:6]([F:9])[C:7]=1[F:8].C(N(CC)CC)C.[C:24](=[O:27])([O-])[O-].[K+].[K+].Br[C:31]1[C:32]([CH:37]([F:39])[F:38])=[N:33][N:34]([CH3:36])[CH:35]=1. (2) The reactants are: Cl.[C:2]1([S:8]([C:11]2[CH:23]=[CH:22][C:14]3[O:15][C@@H:16]([CH2:19][NH:20][CH3:21])[CH2:17][O:18][C:13]=3[CH:12]=2)(=[O:10])=[O:9])[CH:7]=[CH:6][CH:5]=[CH:4][CH:3]=1. Given the product [C:2]1([S:8]([C:11]2[CH:23]=[CH:22][C:14]3[O:15][C@H:16]([CH2:19][NH:20][CH3:21])[CH2:17][O:18][C:13]=3[CH:12]=2)(=[O:10])=[O:9])[CH:3]=[CH:4][CH:5]=[CH:6][CH:7]=1, predict the reactants needed to synthesize it. (3) Given the product [Br:10][N:4]1[C:3]([CH2:2][Cl:1])([CH3:9])[CH2:7][O:6][C:5]1=[O:8], predict the reactants needed to synthesize it. The reactants are: [Cl:1][CH2:2][C:3]1([CH3:9])[CH2:7][O:6][C:5](=[O:8])[NH:4]1.[Br:10]Br. (4) Given the product [C:1]([O:5][C:6](=[O:22])[N:7]([CH:8]1[CH2:13][CH2:12][C:11]([C:14]2[C:19]([CH3:20])=[CH:18][C:17]([Br:21])=[CH:16][N:15]=2)=[CH:10][CH2:9]1)[CH3:25])([CH3:4])([CH3:2])[CH3:3], predict the reactants needed to synthesize it. The reactants are: [C:1]([O:5][C:6](=[O:22])[NH:7][CH:8]1[CH2:13][CH2:12][C:11]([C:14]2[C:19]([CH3:20])=[CH:18][C:17]([Br:21])=[CH:16][N:15]=2)=[CH:10][CH2:9]1)([CH3:4])([CH3:3])[CH3:2].[H-].[Na+].[CH3:25]I.O. (5) The reactants are: [Cl:1][C:2]1[S:6][C:5](/[CH:7]=[CH:8]/[S:9]([N:12]([CH2:37][C:38]([O:40]C(C)(C)C)=[O:39])[C@H:13]2[CH2:17][CH2:16][N:15]([C:18]3[CH:19]=[CH:20][C:21]4[CH2:27][N:26](C(OC(C)(C)C)=O)[CH2:25][CH2:24][CH2:23][C:22]=4[CH:35]=3)[C:14]2=[O:36])(=[O:11])=[O:10])=[CH:4][CH:3]=1. Given the product [ClH:1].[Cl:1][C:2]1[S:6][C:5](/[CH:7]=[CH:8]/[S:9]([N:12]([C@H:13]2[CH2:17][CH2:16][N:15]([C:18]3[CH:19]=[CH:20][C:21]4[CH2:27][NH:26][CH2:25][CH2:24][CH2:23][C:22]=4[CH:35]=3)[C:14]2=[O:36])[CH2:37][C:38]([OH:40])=[O:39])(=[O:10])=[O:11])=[CH:4][CH:3]=1, predict the reactants needed to synthesize it.